This data is from Full USPTO retrosynthesis dataset with 1.9M reactions from patents (1976-2016). The task is: Predict the reactants needed to synthesize the given product. (1) Given the product [F:20][C:14]1[CH:15]=[C:16]([F:19])[CH:17]=[CH:18][C:13]=1[CH:12]1[N:8]([C:4]2[CH:3]=[C:2]([C:34]3[CH:33]=[CH:32][CH:31]=[C:30]([S:29][CH3:28])[CH:35]=3)[CH:7]=[CH:6][CH:5]=2)[N:9]=[C:10]([C:21]([F:26])([F:27])[C:22]([F:25])([F:24])[F:23])[CH2:11]1, predict the reactants needed to synthesize it. The reactants are: Br[C:2]1[CH:3]=[C:4]([N:8]2[CH:12]([C:13]3[CH:18]=[CH:17][C:16]([F:19])=[CH:15][C:14]=3[F:20])[CH2:11][C:10]([C:21]([F:27])([F:26])[C:22]([F:25])([F:24])[F:23])=[N:9]2)[CH:5]=[CH:6][CH:7]=1.[CH3:28][S:29][C:30]1[CH:31]=[C:32](B(O)O)[CH:33]=[CH:34][CH:35]=1.C(=O)([O-])[O-].[Na+].[Na+].C(O)C. (2) Given the product [ClH:1].[O:15]([CH2:14][CH2:13][O:12][C:11]1[C:2]([N:3]2[CH2:4][CH2:9][NH:10][CH2:11][CH2:2]2)=[N:3][C:4]2[C:9](=[CH:8][CH:7]=[CH:6][CH:5]=2)[N:10]=1)[C:16]1[CH:21]=[CH:20][CH:19]=[CH:18][CH:17]=1, predict the reactants needed to synthesize it. The reactants are: [Cl:1][C:2]1[C:11]([O:12][CH2:13][CH2:14][O:15][C:16]2[CH:21]=[CH:20][CH:19]=[CH:18][CH:17]=2)=[N:10][C:9]2[C:4](=[CH:5][CH:6]=[CH:7][CH:8]=2)[N:3]=1.Cl. (3) The reactants are: Br[C:2]1[N:6]2[CH:7]=[CH:8][C:9]([C:11]([CH3:21])([O:13][Si:14]([CH2:19][CH3:20])([CH2:17][CH3:18])[CH2:15][CH3:16])[CH3:12])=[N:10][C:5]2=[N:4][CH:3]=1.[I:22][C:23]1[N:28]=[C:27](I)[CH:26]=[CH:25][N:24]=1. Given the product [I:22][C:23]1[N:28]=[C:27]([C:2]2[N:6]3[CH:7]=[CH:8][C:9]([C:11]([CH3:21])([O:13][Si:14]([CH2:19][CH3:20])([CH2:17][CH3:18])[CH2:15][CH3:16])[CH3:12])=[N:10][C:5]3=[N:4][CH:3]=2)[CH:26]=[CH:25][N:24]=1, predict the reactants needed to synthesize it. (4) The reactants are: C([BH3-])#N.[Na+].[CH3:5][C:6]1[C:14]2[C:9](=[CH:10][CH:11]=[CH:12][CH:13]=2)[NH:8][CH:7]=1.[OH-].[Na+]. Given the product [CH3:5][CH:6]1[C:14]2[C:9](=[CH:10][CH:11]=[CH:12][CH:13]=2)[NH:8][CH2:7]1, predict the reactants needed to synthesize it. (5) Given the product [O:1]1[C:5]2[CH:6]=[CH:7][C:8]([C:10]3([C:13]([NH:27][C:24]4[CH:25]=[N:26][C:21]([Br:20])=[CH:22][CH:23]=4)=[O:15])[CH2:11][CH2:12]3)=[CH:9][C:4]=2[O:3][CH2:2]1, predict the reactants needed to synthesize it. The reactants are: [O:1]1[C:5]2[CH:6]=[CH:7][C:8]([C:10]3([C:13]([OH:15])=O)[CH2:12][CH2:11]3)=[CH:9][C:4]=2[O:3][CH2:2]1.S(Cl)(Cl)=O.[Br:20][C:21]1[N:26]=[CH:25][C:24]([NH2:27])=[CH:23][CH:22]=1. (6) Given the product [CH2:1]([N:8]1[CH2:11][C:10]([N:16]([C:25]([O:27][C:28]([CH3:31])([CH3:30])[CH3:29])=[O:26])[NH:17][C:18]([O:20][C:21]([CH3:22])([CH3:23])[CH3:24])=[O:19])([C:12]([O:14][CH3:15])=[O:13])[CH2:9]1)[C:2]1[CH:3]=[CH:4][CH:5]=[CH:6][CH:7]=1, predict the reactants needed to synthesize it. The reactants are: [CH2:1]([N:8]1[CH2:11][CH:10]([C:12]([O:14][CH3:15])=[O:13])[CH2:9]1)[C:2]1[CH:7]=[CH:6][CH:5]=[CH:4][CH:3]=1.[N:16]([C:25]([O:27][C:28]([CH3:31])([CH3:30])[CH3:29])=[O:26])=[N:17][C:18]([O:20][C:21]([CH3:24])([CH3:23])[CH3:22])=[O:19].